Task: Predict which catalyst facilitates the given reaction.. Dataset: Catalyst prediction with 721,799 reactions and 888 catalyst types from USPTO (1) Reactant: C([O:3][C:4](=[O:24])[C:5]([O:21][CH2:22][CH3:23])=[CH:6][C:7]1([C:11]2[CH:16]=[CH:15][CH:14]=[CH:13][C:12]=2[C:17]([F:20])([F:19])[F:18])[CH2:10][CH2:9][CH2:8]1)C.[OH-].[Na+].C(O)C. Product: [CH2:22]([O:21][C:5](=[CH:6][C:7]1([C:11]2[CH:16]=[CH:15][CH:14]=[CH:13][C:12]=2[C:17]([F:18])([F:19])[F:20])[CH2:10][CH2:9][CH2:8]1)[C:4]([OH:24])=[O:3])[CH3:23]. The catalyst class is: 6. (2) Reactant: COC[O:4][CH:5]1[C:9]2[NH:10][N:11]=[C:12]([C:13]([O:15][CH2:16][CH3:17])=[O:14])[C:8]=2[C@H:7]2[CH2:18][C@@H:6]12.CC(O)=O. Product: [OH:4][CH:5]1[C:9]2[NH:10][N:11]=[C:12]([C:13]([O:15][CH2:16][CH3:17])=[O:14])[C:8]=2[C@H:7]2[CH2:18][C@@H:6]12. The catalyst class is: 6. (3) Reactant: [CH3:1][C:2]1[N:3]=[CH:4][CH:5]=[C:6]2[C:11]=1[C:10](=[O:12])[N:9]([CH3:13])[C:8]1[CH:14]=[C:15]([O:18][CH2:19][C@@H:20]([NH:25][C:26](=O)[O:27]C(C)(C)C)[CH2:21][CH:22]([CH3:24])[CH3:23])[CH:16]=[CH:17][C:7]2=1.I(O)(=O)(=O)=O.OS(O)(=O)=O.II.[CH3:45][C:46]([OH:48])=O. Product: [CH3:1][C:2]1[N:3]=[CH:4][CH:5]=[C:6]2[C:11]=1[C:10](=[O:12])[N:9]([CH3:13])[C:8]1[CH:14]=[C:15]([O:18][CH2:19][C@@H:20]([N:25]3[C:46](=[O:48])[C:45]4[C:4](=[CH:5][CH:6]=[CH:7][CH:8]=4)[C:26]3=[O:27])[CH2:21][CH:22]([CH3:24])[CH3:23])[CH:16]=[CH:17][C:7]2=1. The catalyst class is: 13. (4) Reactant: [NH2:1][C:2]1[CH:7]=[C:6]([C:8]([C:10]2[S:11][C:12]([Br:21])=[C:13]([CH2:15][C:16]([O:18][CH2:19][CH3:20])=[O:17])[CH:14]=2)=[O:9])[CH:5]=[CH:4][C:3]=1[C:22]#[C:23][C:24]1[CH:39]=[CH:38][C:27]([C:28]([O:30][CH2:31][C:32]2[CH:37]=[CH:36][CH:35]=[CH:34][CH:33]=2)=[O:29])=[CH:26][CH:25]=1.[Br-].[Br-].[Br-].[In+3]. The catalyst class is: 11. Product: [Br:21][C:12]1[S:11][C:10]([C:8]([C:6]2[CH:7]=[C:2]3[C:3]([CH:22]=[C:23]([C:24]4[CH:25]=[CH:26][C:27]([C:28]([O:30][CH2:31][C:32]5[CH:37]=[CH:36][CH:35]=[CH:34][CH:33]=5)=[O:29])=[CH:38][CH:39]=4)[NH:1]3)=[CH:4][CH:5]=2)=[O:9])=[CH:14][C:13]=1[CH2:15][C:16]([O:18][CH2:19][CH3:20])=[O:17].